From a dataset of Full USPTO retrosynthesis dataset with 1.9M reactions from patents (1976-2016). Predict the reactants needed to synthesize the given product. Given the product [CH3:1][O:2][C:3](=[O:14])[NH:4][C:5]1[CH:10]=[C:9]([CH3:11])[C:8]([Br:12])=[CH:7][C:6]=1[C:20]#[C:19][Si:16]([CH3:18])([CH3:17])[CH3:15], predict the reactants needed to synthesize it. The reactants are: [CH3:1][O:2][C:3](=[O:14])[NH:4][C:5]1[CH:10]=[C:9]([CH3:11])[C:8]([Br:12])=[CH:7][C:6]=1I.[CH3:15][Si:16]([C:19]#[CH:20])([CH3:18])[CH3:17].C(N(CC)CC)C.O.